Dataset: Catalyst prediction with 721,799 reactions and 888 catalyst types from USPTO. Task: Predict which catalyst facilitates the given reaction. Reactant: Br[C:2]1[CH:3]=[C:4]([C:9]2([C:19]3[CH:24]=[CH:23][C:22]([O:25][C:26]([F:29])([F:28])[F:27])=[CH:21][CH:20]=3)[C:13]3=[N:14][CH2:15][CH2:16][CH2:17][N:12]3[C:11]([NH2:18])=[N:10]2)[CH:5]=[CH:6][C:7]=1[F:8].[F:30][C:31]1[CH:32]=[N:33][CH:34]=C([Sn](CCCC)(CCCC)CCCC)[CH:36]=1.C[N:51](C=O)C. Product: [F:8][C:7]1[CH:6]=[CH:5][C:4]([C:9]2([C:19]3[CH:24]=[CH:23][C:22]([O:25][C:26]([F:29])([F:28])[F:27])=[CH:21][CH:20]=3)[C:13]3=[N:14][CH2:15][CH2:16][CH2:17][N:12]3[C:11]([NH2:18])=[N:10]2)=[CH:3][C:2]=1[N:33]1[CH:32]=[C:31]([F:30])[CH:36]=[N:51][CH2:34]1. The catalyst class is: 235.